The task is: Binary Classification. Given a miRNA mature sequence and a target amino acid sequence, predict their likelihood of interaction.. This data is from Experimentally validated miRNA-target interactions with 360,000+ pairs, plus equal number of negative samples. The protein sequence of the target gene is MEDSDSAAKQLGLAEAAAVAAAAAVAAAAAAAAGGEAEEPVLSRDEDSEEDADSEAERETPRVTAVAVMAAEPGHMDMGAEALPGPDEAAAAAAFAEVTTVTVANVGAAADNVFTTSVANAASISGHVLSGRTALQIGDSLNTEKATLIVVHTDGSIVETTGLKGPAAPLTPGPQSPPTPLAPGQEKGGTKYNWDPSVYDSELPVRCRNISGTLYKNRLGSGGRGRCIKQGENWYSPTEFEAMAGRASSKDWKRSIRYAGRPLQCLIQDGILNPHAASCTCAACCDDMTLSGPVRLFVPY.... Result: 0 (no interaction). The miRNA is cel-miR-242 with sequence UUGCGUAGGCCUUUGCUUCGA.